The task is: Predict the product of the given reaction.. This data is from Forward reaction prediction with 1.9M reactions from USPTO patents (1976-2016). Given the reactants [Cl:1][C:2]1[CH:3]=[C:4]([C:9](=O)[CH2:10][C:11](=O)[CH3:12])[CH:5]=[CH:6][C:7]=1[F:8].[CH3:15][O:16][C:17]1[CH:18]=[C:19]([NH:29][C:30]2[NH:34][C:33]([NH2:35])=[N:32][N:31]=2)[CH:20]=[CH:21][C:22]=1[N:23]1[CH:27]=[C:26]([CH3:28])[N:25]=[CH:24]1, predict the reaction product. The product is: [Cl:1][C:2]1[CH:3]=[C:4]([C:9]2[N:32]3[N:31]=[C:30]([NH:29][C:19]4[CH:20]=[CH:21][C:22]([N:23]5[CH:27]=[C:26]([CH3:28])[N:25]=[CH:24]5)=[C:17]([O:16][CH3:15])[CH:18]=4)[N:34]=[C:33]3[N:35]=[C:11]([CH3:12])[CH:10]=2)[CH:5]=[CH:6][C:7]=1[F:8].